This data is from Catalyst prediction with 721,799 reactions and 888 catalyst types from USPTO. The task is: Predict which catalyst facilitates the given reaction. (1) Reactant: CC1[N:3]([C:8]2[N:13]=[C:12]([CH2:14][C:15]([N:17]3[C:25]4[C:20](=[CH:21][C:22]([NH:26][C:27]([C:29]5[CH2:34][CH2:33][CH2:32][CH2:31][C:30]=5[C:35]5[CH:40]=[CH:39][C:38]([F:41])=[CH:37][CH:36]=5)=[O:28])=[CH:23][CH:24]=4)[CH2:19][CH2:18]3)=[O:16])[CH:11]=[CH:10][CH:9]=2)C(C)=CC=1.Cl.NO.C(N(CC)CC)C. Product: [NH2:3][C:8]1[N:13]=[C:12]([CH2:14][C:15]([N:17]2[C:25]3[C:20](=[CH:21][C:22]([NH:26][C:27]([C:29]4[CH2:34][CH2:33][CH2:32][CH2:31][C:30]=4[C:35]4[CH:36]=[CH:37][C:38]([F:41])=[CH:39][CH:40]=4)=[O:28])=[CH:23][CH:24]=3)[CH2:19][CH2:18]2)=[O:16])[CH:11]=[CH:10][CH:9]=1. The catalyst class is: 40. (2) Reactant: [CH2:1]([OH:8])[C:2]1[CH:7]=[CH:6][CH:5]=[CH:4][CH:3]=1.[H-].[Na+].[Br:11][C:12]1[CH:17]=[C:16](Br)[CH:15]=[C:14]([Br:19])[CH:13]=1.C(OCC)C. Product: [CH2:1]([O:8][C:16]1[CH:17]=[C:12]([Br:11])[CH:13]=[C:14]([Br:19])[CH:15]=1)[C:2]1[CH:7]=[CH:6][CH:5]=[CH:4][CH:3]=1. The catalyst class is: 18.